Task: Regression. Given two drug SMILES strings and cell line genomic features, predict the synergy score measuring deviation from expected non-interaction effect.. Dataset: NCI-60 drug combinations with 297,098 pairs across 59 cell lines (1) Drug 1: CC12CCC3C(C1CCC2O)C(CC4=C3C=CC(=C4)O)CCCCCCCCCS(=O)CCCC(C(F)(F)F)(F)F. Drug 2: COC1=C2C(=CC3=C1OC=C3)C=CC(=O)O2. Cell line: RPMI-8226. Synergy scores: CSS=9.52, Synergy_ZIP=-4.01, Synergy_Bliss=-3.78, Synergy_Loewe=2.58, Synergy_HSA=-1.17. (2) Drug 1: CN(CCCl)CCCl.Cl. Drug 2: CCN(CC)CCCC(C)NC1=C2C=C(C=CC2=NC3=C1C=CC(=C3)Cl)OC. Cell line: UACC-257. Synergy scores: CSS=12.8, Synergy_ZIP=-3.42, Synergy_Bliss=-0.424, Synergy_Loewe=-0.172, Synergy_HSA=0.298. (3) Drug 1: CC1=C(N=C(N=C1N)C(CC(=O)N)NCC(C(=O)N)N)C(=O)NC(C(C2=CN=CN2)OC3C(C(C(C(O3)CO)O)O)OC4C(C(C(C(O4)CO)O)OC(=O)N)O)C(=O)NC(C)C(C(C)C(=O)NC(C(C)O)C(=O)NCCC5=NC(=CS5)C6=NC(=CS6)C(=O)NCCC[S+](C)C)O. Drug 2: CN1C2=C(C=C(C=C2)N(CCCl)CCCl)N=C1CCCC(=O)O.Cl. Synergy scores: CSS=-6.46, Synergy_ZIP=3.50, Synergy_Bliss=2.64, Synergy_Loewe=-3.31, Synergy_HSA=-3.08. Cell line: NCI-H226. (4) Drug 1: CC12CCC3C(C1CCC2=O)CC(=C)C4=CC(=O)C=CC34C. Drug 2: CC1=C(C(CCC1)(C)C)C=CC(=CC=CC(=CC(=O)O)C)C. Cell line: RPMI-8226. Synergy scores: CSS=70.3, Synergy_ZIP=3.61, Synergy_Bliss=4.39, Synergy_Loewe=3.00, Synergy_HSA=6.49. (5) Drug 1: COC1=CC(=CC(=C1O)OC)C2C3C(COC3=O)C(C4=CC5=C(C=C24)OCO5)OC6C(C(C7C(O6)COC(O7)C8=CC=CS8)O)O. Drug 2: CC(C)(C#N)C1=CC(=CC(=C1)CN2C=NC=N2)C(C)(C)C#N. Cell line: OVCAR-5. Synergy scores: CSS=2.28, Synergy_ZIP=-6.71, Synergy_Bliss=-0.742, Synergy_Loewe=-8.09, Synergy_HSA=-1.50. (6) Drug 1: CC1=C(C=C(C=C1)NC2=NC=CC(=N2)N(C)C3=CC4=NN(C(=C4C=C3)C)C)S(=O)(=O)N.Cl. Drug 2: C(CCl)NC(=O)N(CCCl)N=O. Cell line: OVCAR-4. Synergy scores: CSS=-1.90, Synergy_ZIP=-0.310, Synergy_Bliss=-3.01, Synergy_Loewe=-5.78, Synergy_HSA=-5.30. (7) Drug 1: CC1OCC2C(O1)C(C(C(O2)OC3C4COC(=O)C4C(C5=CC6=C(C=C35)OCO6)C7=CC(=C(C(=C7)OC)O)OC)O)O. Drug 2: CNC(=O)C1=NC=CC(=C1)OC2=CC=C(C=C2)NC(=O)NC3=CC(=C(C=C3)Cl)C(F)(F)F. Cell line: SK-MEL-28. Synergy scores: CSS=18.4, Synergy_ZIP=-7.66, Synergy_Bliss=-2.86, Synergy_Loewe=-6.09, Synergy_HSA=-2.41. (8) Drug 1: CC1=C(C=C(C=C1)C(=O)NC2=CC(=CC(=C2)C(F)(F)F)N3C=C(N=C3)C)NC4=NC=CC(=N4)C5=CN=CC=C5. Drug 2: CC(C)(C#N)C1=CC(=CC(=C1)CN2C=NC=N2)C(C)(C)C#N. Cell line: MDA-MB-435. Synergy scores: CSS=1.18, Synergy_ZIP=6.86, Synergy_Bliss=-0.354, Synergy_Loewe=0.765, Synergy_HSA=-3.10. (9) Drug 1: CCN(CC)CCNC(=O)C1=C(NC(=C1C)C=C2C3=C(C=CC(=C3)F)NC2=O)C. Drug 2: CNC(=O)C1=NC=CC(=C1)OC2=CC=C(C=C2)NC(=O)NC3=CC(=C(C=C3)Cl)C(F)(F)F. Cell line: A498. Synergy scores: CSS=-2.75, Synergy_ZIP=2.41, Synergy_Bliss=2.13, Synergy_Loewe=-1.09, Synergy_HSA=-1.92. (10) Drug 1: C1=CC=C(C=C1)NC(=O)CCCCCCC(=O)NO. Drug 2: C1CCC(C(C1)[NH-])[NH-].C(=O)(C(=O)[O-])[O-].[Pt+4]. Cell line: T-47D. Synergy scores: CSS=51.3, Synergy_ZIP=-0.934, Synergy_Bliss=-1.35, Synergy_Loewe=-8.00, Synergy_HSA=0.283.